This data is from Forward reaction prediction with 1.9M reactions from USPTO patents (1976-2016). The task is: Predict the product of the given reaction. (1) Given the reactants [CH3:1][O:2][C:3]([CH:5]1[CH2:8][N:7]([CH2:9][C:10]2[CH:15]=[CH:14][CH:13]=[C:12]([N+:16]([O-])=O)[CH:11]=2)[CH2:6]1)=[O:4], predict the reaction product. The product is: [CH3:1][O:2][C:3]([CH:5]1[CH2:8][N:7]([CH2:9][C:10]2[CH:15]=[CH:14][CH:13]=[C:12]([NH2:16])[CH:11]=2)[CH2:6]1)=[O:4]. (2) Given the reactants C(O[C:6]([N:8]1[CH2:12][C:11](=[N:13][O:14][CH2:15][C:16]2[CH:21]=[CH:20][C:19]([Cl:22])=[C:18]([Cl:23])[CH:17]=2)[CH2:10][C@H:9]1[C:24]([OH:26])=O)=[O:7])(C)(C)C.[CH3:27][N:28]([CH3:35])[CH2:29][CH2:30][CH2:31]C(Cl)=O.[N:36]1[C:45]2[C:40](=[CH:41][C:42]([NH2:46])=[CH:43][CH:44]=2)[CH:39]=[CH:38][CH:37]=1, predict the reaction product. The product is: [Cl:23][C:18]1[CH:17]=[C:16]([CH:21]=[CH:20][C:19]=1[Cl:22])[CH2:15][O:14][N:13]=[C:11]1[CH2:12][N:8]([C:6](=[O:7])[CH2:31][CH2:30][CH2:29][N:28]([CH3:35])[CH3:27])[C@H:9]([C:24]([NH:46][C:42]2[CH:41]=[C:40]3[C:45](=[CH:44][CH:43]=2)[N:36]=[CH:37][CH:38]=[CH:39]3)=[O:26])[CH2:10]1. (3) Given the reactants [CH2:1]([O:8][C:9]1[CH:10]=[C:11]2[C:16](=[CH:17][CH:18]=1)[C:15]([O:19][CH3:20])=[C:14](Br)[CH:13]=[CH:12]2)[C:2]1[CH:7]=[CH:6][CH:5]=[CH:4][CH:3]=1.[C:22]([C:25]1[CH:30]=[CH:29][C:28](B(O)O)=[CH:27][CH:26]=1)([OH:24])=[O:23], predict the reaction product. The product is: [CH2:1]([O:8][C:9]1[CH:10]=[C:11]2[C:16](=[CH:17][CH:18]=1)[C:15]([O:19][CH3:20])=[C:14]([C:28]1[CH:29]=[CH:30][C:25]([C:22]([OH:24])=[O:23])=[CH:26][CH:27]=1)[CH:13]=[CH:12]2)[C:2]1[CH:7]=[CH:6][CH:5]=[CH:4][CH:3]=1. (4) Given the reactants Br[C:2]1[CH:7]=[CH:6][C:5]([C:8]([F:11])([F:10])[F:9])=[CH:4][N:3]=1.[CH:12]([NH2:15])([CH3:14])[CH3:13], predict the reaction product. The product is: [CH:12]([NH:15][C:2]1[CH:7]=[CH:6][C:5]([C:8]([F:11])([F:10])[F:9])=[CH:4][N:3]=1)([CH3:14])[CH3:13]. (5) Given the reactants [CH3:1][O:2][C:3](=[O:11])[C:4]1[CH:9]=[CH:8][C:7]([OH:10])=[CH:6][CH:5]=1.[H-].[Na+].Br[CH2:15][CH2:16][F:17].Cl, predict the reaction product. The product is: [F:17][CH2:16][CH2:15][O:10][C:7]1[CH:8]=[CH:9][C:4]([C:3]([O:2][CH3:1])=[O:11])=[CH:5][CH:6]=1. (6) Given the reactants Br.[NH2:2][C:3]1[S:4][C:5]([Br:8])=[CH:6][N:7]=1.[C:9]12([C:19](Cl)=[O:20])[CH2:18][CH:13]3[CH2:14][CH:15]([CH2:17][CH:11]([CH2:12]3)[CH2:10]1)[CH2:16]2.C(N(CC)CC)C, predict the reaction product. The product is: [Br:8][C:5]1[S:4][C:3]([NH:2][C:19]([C:9]23[CH2:18][CH:13]4[CH2:12][CH:11]([CH2:17][CH:15]([CH2:14]4)[CH2:16]2)[CH2:10]3)=[O:20])=[N:7][CH:6]=1. (7) Given the reactants Br[C:2]1[C:10]2[O:9][C@@H:8]([CH2:11][Br:12])[CH2:7][C:6]=2[CH:5]=[C:4]([F:13])[CH:3]=1.[CH3:14][C:15]1[CH:20]=[CH:19][C:18](S(OCC2[CH2:14][C:15]3[C:20](C4C=CC=CC=4)=[CH:19][CH:18]=[CH:17][C:16]=3O2)(=O)=O)=[CH:17][CH:16]=1, predict the reaction product. The product is: [Br:12][CH2:11][C@H:8]1[CH2:7][C:6]2[CH:5]=[C:4]([F:13])[CH:3]=[C:2]([C:16]3[CH:17]=[CH:18][CH:19]=[CH:20][C:15]=3[CH3:14])[C:10]=2[O:9]1.